The task is: Predict the reaction yield, written as a fraction of the theoretical maximum amount of product (1.0 means a 100% yield; for example, 0.34 means a 34% yield).. This data is from Reaction yield outcomes from USPTO patents with 853,638 reactions. (1) The reactants are [F:1][C:2]1[CH:7]=[C:6]([I:8])[CH:5]=[CH:4][C:3]=1[NH:9][C:10]1[N:11]([CH3:34])[C:12](=[O:33])[C:13]([CH3:32])=[C:14]2[C:19]=1[C:18](=[O:20])[NH:17][C:16](=[O:21])[N:15]2[C:22]1[CH:23]=[C:24]([NH:28][C:29](=[O:31])[CH3:30])[CH:25]=[CH:26][CH:27]=1.[CH2:35]([O:42][CH2:43][CH2:44][CH2:45][CH2:46]O)[C:36]1[CH:41]=[CH:40][CH:39]=[CH:38][CH:37]=1.C1(P(C2C=CC=CC=2)C2C=CC=CC=2)C=CC=CC=1.N(C(OC(C)C)=O)=NC(OC(C)C)=O. The catalyst is O1CCCC1.C(OCC)(=O)C.O. The product is [CH2:35]([O:42][CH2:43][CH2:44][CH2:45][CH2:46][N:17]1[C:18](=[O:20])[C:19]2=[C:10]([NH:9][C:3]3[CH:4]=[CH:5][C:6]([I:8])=[CH:7][C:2]=3[F:1])[N:11]([CH3:34])[C:12](=[O:33])[C:13]([CH3:32])=[C:14]2[N:15]([C:22]2[CH:23]=[C:24]([NH:28][C:29](=[O:31])[CH3:30])[CH:25]=[CH:26][CH:27]=2)[C:16]1=[O:21])[C:36]1[CH:41]=[CH:40][CH:39]=[CH:38][CH:37]=1. The yield is 0.770. (2) The reactants are [NH2:1][C:2]1[C:11]2[C:6](=[CH:7][CH:8]=[CH:9][C:10]=2[O:12][CH2:13][C:14]([NH2:17])([CH3:16])[CH3:15])[N:5]=[C:4]([CH3:18])[C:3]=1[C:19]([O:21][CH2:22][CH3:23])=[O:20].[C:24](O)(=[O:31])[C:25]1[CH:30]=[CH:29][N:28]=[CH:27][CH:26]=1.CCN=C=NCCCN(C)C.C1C=CC2N(O)N=NC=2C=1.C(N(CC)CC)C. The catalyst is CN(C=O)C. The product is [NH2:1][C:2]1[C:11]2[C:6](=[CH:7][CH:8]=[CH:9][C:10]=2[O:12][CH2:13][C:14]([NH:17][C:24](=[O:31])[C:25]2[CH:30]=[CH:29][N:28]=[CH:27][CH:26]=2)([CH3:16])[CH3:15])[N:5]=[C:4]([CH3:18])[C:3]=1[C:19]([O:21][CH2:22][CH3:23])=[O:20]. The yield is 0.830. (3) The reactants are [C:1]1([C:7]2[CH:15]=[C:14]3[C:10]([CH2:11][C:12](=[O:16])[NH:13]3)=[CH:9][CH:8]=2)[CH:6]=[CH:5][CH:4]=[CH:3][CH:2]=1.C(O[CH:22](OC(C)(C)C)[N:23]([CH3:25])[CH3:24])(C)(C)C. The catalyst is CN(C=O)C. The product is [CH3:22][N:23]([CH:25]=[C:11]1[C:10]2[C:14](=[CH:15][C:7]([C:1]3[CH:2]=[CH:3][CH:4]=[CH:5][CH:6]=3)=[CH:8][CH:9]=2)[NH:13][C:12]1=[O:16])[CH3:24]. The yield is 0.750. (4) The reactants are [Cl:1][C:2]1[C:3]([CH:8]([CH3:11])[CH:9]=O)=[N:4][CH:5]=[CH:6][CH:7]=1.[OH-].[K+].[CH:14]([C:16]([CH3:18])=[O:17])=[CH2:15]. The catalyst is C(OCC)C. The product is [Cl:1][C:2]1[C:3]([C:8]2([CH3:11])[CH2:15][CH2:14][C:16](=[O:17])[CH:18]=[CH:9]2)=[N:4][CH:5]=[CH:6][CH:7]=1. The yield is 0.220. (5) The reactants are [Cl:1][C:2]1[CH:3]=[C:4]([C:9](O)([C:26]([F:29])([F:28])[F:27])[CH2:10][C:11]([C:13]2[S:17][C:16]([C:18]([O:20][CH3:21])=[O:19])=[C:15]3[CH2:22][CH2:23][CH2:24][CH2:25][C:14]=23)=[O:12])[CH:5]=[C:6]([Cl:8])[CH:7]=1.O=S(Cl)Cl.N1C=CC=CC=1. The catalyst is C(Cl)Cl.[NH4+].[Cl-]. The product is [CH3:21][O:20][C:18]([C:16]1[S:17][C:13]([C:11](=[O:12])[CH:10]=[C:9]([C:4]2[CH:5]=[C:6]([Cl:8])[CH:7]=[C:2]([Cl:1])[CH:3]=2)[C:26]([F:29])([F:28])[F:27])=[C:14]2[CH2:25][CH2:24][CH2:23][CH2:22][C:15]=12)=[O:19]. The yield is 1.00. (6) The reactants are [NH2:1][C:2]1[CH:9]=[C:8]([O:10][CH3:11])[C:7]([Br:12])=[CH:6][C:3]=1[CH:4]=O.[NH2:13][C:14](N)=[O:15]. The catalyst is O. The product is [Br:12][C:7]1[CH:6]=[C:3]2[C:2](=[CH:9][C:8]=1[O:10][CH3:11])[N:1]=[C:14]([OH:15])[N:13]=[CH:4]2. The yield is 0.900. (7) The reactants are Cl.[CH3:2][NH:3][O:4][CH3:5].[CH3:6][O:7][C:8]1[CH:13]=[CH:12][CH:11]=[CH:10][C:9]=1[S:14]([N:17]([CH3:36])[C:18]1[CH:19]=[CH:20][CH:21]=[C:22]2[C:26]=1[NH:25][C:24]([C:27]1[S:28][CH:29]([CH2:32][C:33](O)=[O:34])[CH2:30][N:31]=1)=[CH:23]2)(=[O:16])=[O:15].N1(O)C2C=CC=CC=2N=N1.Cl.CN(C)CCCN=C=NCC. The catalyst is CN(C)C=O.C(OCC)(=O)C.C(N(CC)CC)C. The product is [CH3:5][O:4][N:3]([CH3:2])[C:33](=[O:34])[CH2:32][CH:29]1[S:28][C:27]([C:24]2[NH:25][C:26]3[C:22]([CH:23]=2)=[CH:21][CH:20]=[CH:19][C:18]=3[N:17]([S:14]([C:9]2[CH:10]=[CH:11][CH:12]=[CH:13][C:8]=2[O:7][CH3:6])(=[O:15])=[O:16])[CH3:36])=[N:31][CH2:30]1. The yield is 0.850. (8) The reactants are [S:1]1[CH2:6][CH2:5][N:4]([C:7]([C:9]2[N:10]=[C:11]([N:14]3[CH2:17][CH:16](OS(C)(=O)=O)[CH2:15]3)[S:12][CH:13]=2)=[O:8])[CH2:3][CH2:2]1.[C:23]([O-:26])(=[S:25])[CH3:24].[K+]. The catalyst is CN(C)C=O. The product is [C:23]([S:25][CH:16]1[CH2:15][N:14]([C:11]2[S:12][CH:13]=[C:9]([C:7]([N:4]3[CH2:3][CH2:2][S:1][CH2:6][CH2:5]3)=[O:8])[N:10]=2)[CH2:17]1)(=[O:26])[CH3:24]. The yield is 0.640.